The task is: Regression. Given a peptide amino acid sequence and an MHC pseudo amino acid sequence, predict their binding affinity value. This is MHC class I binding data.. This data is from Peptide-MHC class I binding affinity with 185,985 pairs from IEDB/IMGT. (1) The peptide sequence is KTKHLCRLIR. The MHC is Mamu-B08 with pseudo-sequence Mamu-B08. The binding affinity (normalized) is 0.388. (2) The peptide sequence is IYWLIFWRF. The MHC is HLA-B08:01 with pseudo-sequence HLA-B08:01. The binding affinity (normalized) is 0.0847. (3) The peptide sequence is MYQYIFLSF. The MHC is HLA-C07:01 with pseudo-sequence HLA-C07:01. The binding affinity (normalized) is 0.0847. (4) The peptide sequence is QPAPQQGQL. The MHC is HLA-B54:01 with pseudo-sequence HLA-B54:01. The binding affinity (normalized) is 0.